This data is from Full USPTO retrosynthesis dataset with 1.9M reactions from patents (1976-2016). The task is: Predict the reactants needed to synthesize the given product. Given the product [CH3:1][C:2]1[CH:3]=[C:4]([CH2:25][N:26]2[CH2:29][CH:28]([C:30]([OH:32])=[O:31])[CH2:27]2)[S:5][C:6]=1[C:7]1[N:11]=[C:10]([C:12]2[CH:13]=[CH:14][C:15]([O:18][C:19]3[CH:24]=[CH:23][CH:22]=[CH:21][CH:20]=3)=[CH:16][CH:17]=2)[O:9][N:8]=1, predict the reactants needed to synthesize it. The reactants are: [CH3:1][C:2]1[CH:3]=[C:4]([CH2:25][N:26]2[CH2:29][CH:28]([C:30]([O:32]C)=[O:31])[CH2:27]2)[S:5][C:6]=1[C:7]1[N:11]=[C:10]([C:12]2[CH:17]=[CH:16][C:15]([O:18][C:19]3[CH:24]=[CH:23][CH:22]=[CH:21][CH:20]=3)=[CH:14][CH:13]=2)[O:9][N:8]=1.[OH-].[Na+].